This data is from Full USPTO retrosynthesis dataset with 1.9M reactions from patents (1976-2016). The task is: Predict the reactants needed to synthesize the given product. (1) Given the product [C:1]([O:5][C:6]([N:8]1[CH2:9][CH2:10][CH:11]([C:14]2[C:22]3[C:17](=[N:18][CH:19]=[CH:20][CH:21]=3)[N:16]([CH2:26][C:27]3[CH:31]=[CH:30][O:29][CH:28]=3)[CH:15]=2)[CH2:12][CH2:13]1)=[O:7])([CH3:4])([CH3:2])[CH3:3], predict the reactants needed to synthesize it. The reactants are: [C:1]([O:5][C:6]([N:8]1[CH2:13][CH2:12][CH:11]([C:14]2[C:22]3[C:17](=[N:18][CH:19]=[CH:20][CH:21]=3)[NH:16][CH:15]=2)[CH2:10][CH2:9]1)=[O:7])([CH3:4])([CH3:3])[CH3:2].[H-].[Na+].Br[CH2:26][C:27]1[CH:31]=[CH:30][O:29][CH:28]=1. (2) Given the product [Br:36][C:6]1[C:7]2[O:11][C:10]([C:12]3[CH:13]=[CH:14][C:15]([C:18]4([NH:22][C:23](=[O:29])[O:24][C:25]([CH3:28])([CH3:26])[CH3:27])[CH2:21][CH2:20][CH2:19]4)=[CH:16][CH:17]=3)=[C:9]([C:30]3[CH:35]=[CH:34][CH:33]=[CH:32][CH:31]=3)[C:8]=2[C:3]([O:2][CH3:1])=[N:4][CH:5]=1, predict the reactants needed to synthesize it. The reactants are: [CH3:1][O:2][C:3]1[C:8]2[C:9]([C:30]3[CH:35]=[CH:34][CH:33]=[CH:32][CH:31]=3)=[C:10]([C:12]3[CH:17]=[CH:16][C:15]([C:18]4([NH:22][C:23](=[O:29])[O:24][C:25]([CH3:28])([CH3:27])[CH3:26])[CH2:21][CH2:20][CH2:19]4)=[CH:14][CH:13]=3)[O:11][C:7]=2[CH:6]=[CH:5][N:4]=1.[Br:36]Br.